This data is from Full USPTO retrosynthesis dataset with 1.9M reactions from patents (1976-2016). The task is: Predict the reactants needed to synthesize the given product. (1) Given the product [CH3:1][O:2][C:3]([C:5]1[C:14]([Br:20])=[C:13]([OH:15])[C:12]2[C:7](=[C:8]([N+:17]([O-:19])=[O:18])[CH:9]=[CH:10][CH:11]=2)[N:6]=1)=[O:4], predict the reactants needed to synthesize it. The reactants are: [CH3:1][O:2][C:3]([C:5]1[CH:14]=[C:13]([OH:15])[C:12]2[C:7](=[C:8]([N+:17]([O-:19])=[O:18])[CH:9]=[CH:10][C:11]=2C)[N:6]=1)=[O:4].[Br:20]N1C(=O)CCC1=O. (2) Given the product [O:34]([C:31]1[CH:30]=[C:27]2[C:26](=[CH:33][CH:32]=1)[N:23]=[C:21]([NH2:22])[C:9]([CH:10]([CH:15]1[CH2:16][CH2:17][O:18][CH2:19][CH2:20]1)[CH2:11][CH2:12][CH:13]=[CH2:14])=[CH:28]2)[C:35]1[CH:36]=[CH:37][CH:38]=[CH:39][CH:40]=1, predict the reactants needed to synthesize it. The reactants are: C(OP([CH:9]([C:21]#[N:22])[CH:10]([CH:15]1[CH2:20][CH2:19][O:18][CH2:17][CH2:16]1)[CH2:11][CH2:12][CH:13]=[CH2:14])(=O)OCC)C.[N+:23]([C:26]1[CH:33]=[CH:32][C:31]([O:34][C:35]2[CH:40]=[CH:39][CH:38]=[CH:37][CH:36]=2)=[CH:30][C:27]=1[CH:28]=O)([O-])=O.[Cl-].[NH4+].